Dataset: Forward reaction prediction with 1.9M reactions from USPTO patents (1976-2016). Task: Predict the product of the given reaction. (1) Given the reactants [Br:1][C:2]1[CH:7]=[CH:6][C:5]([N:8]=[C:9]=S)=[CH:4][CH:3]=1.[NH2:11][C:12]1[CH:17]=[C:16]([Cl:18])[CH:15]=[CH:14][C:13]=1[OH:19].O=O.[K+].O, predict the reaction product. The product is: [Br:1][C:2]1[CH:7]=[CH:6][C:5]([NH:8][C:9]2[O:19][C:13]3[CH:14]=[CH:15][C:16]([Cl:18])=[CH:17][C:12]=3[N:11]=2)=[CH:4][CH:3]=1. (2) Given the reactants [CH2:1]([C:3]1[CH:4]=[C:5]([C:12]2[O:16][C:15]([CH:17]=[O:18])=[CH:14][CH:13]=2)[C:6]([CH3:11])=[N:7][C:8]=1[O:9]C)[CH3:2].[I-].[K+].Cl[Si](C)(C)C, predict the reaction product. The product is: [CH2:1]([C:3]1[C:8](=[O:9])[NH:7][C:6]([CH3:11])=[C:5]([C:12]2[O:16][C:15]([CH:17]=[O:18])=[CH:14][CH:13]=2)[CH:4]=1)[CH3:2].